From a dataset of Forward reaction prediction with 1.9M reactions from USPTO patents (1976-2016). Predict the product of the given reaction. (1) Given the reactants [S:1]1[C:5]([C:6]2[N:7]=[N:8][C:9](Cl)=[CH:10][CH:11]=2)=[CH:4][C:3]2[CH:13]=[CH:14][CH:15]=[CH:16][C:2]1=2.[CH3:17][N:18]1[C:23]([CH3:25])([CH3:24])[CH2:22][CH:21]([NH2:26])[CH2:20][C:19]1([CH3:28])[CH3:27].CCN(C(C)C)C(C)C, predict the reaction product. The product is: [S:1]1[C:5]([C:6]2[N:7]=[N:8][C:9]([NH:26][CH:21]3[CH2:20][C:19]([CH3:27])([CH3:28])[N:18]([CH3:17])[C:23]([CH3:25])([CH3:24])[CH2:22]3)=[CH:10][CH:11]=2)=[CH:4][C:3]2[CH:13]=[CH:14][CH:15]=[CH:16][C:2]1=2. (2) Given the reactants [OH-].[Na+].[CH:3]12[CH2:12][CH:7]3[CH2:8][CH:9]([CH2:11][CH:5]([CH2:6]3)[CH:4]1[NH:13][C:14]([C:16]1[CH:17]=[N:18][N:19]([C:28]3[CH:37]=[CH:36][C:31]([C:32]([O:34]C)=[O:33])=[CH:30][CH:29]=3)[C:20]=1[S:21][CH:22]1[CH2:27][CH2:26][CH2:25][CH2:24][CH2:23]1)=[O:15])[CH2:10]2, predict the reaction product. The product is: [CH:3]12[CH2:12][CH:7]3[CH2:8][CH:9]([CH2:11][CH:5]([CH2:6]3)[CH:4]1[NH:13][C:14]([C:16]1[CH:17]=[N:18][N:19]([C:28]3[CH:37]=[CH:36][C:31]([C:32]([OH:34])=[O:33])=[CH:30][CH:29]=3)[C:20]=1[S:21][CH:22]1[CH2:27][CH2:26][CH2:25][CH2:24][CH2:23]1)=[O:15])[CH2:10]2. (3) Given the reactants [Na].[C:2]([O:9][CH2:10][CH3:11])(=[O:8])[C:3]([O:5]CC)=O.[CH3:12][C:13]1[CH:18]=[CH:17][N:16]=[CH:15][C:14]=1[N+:19]([O-:21])=[O:20], predict the reaction product. The product is: [N+:19]([C:14]1[CH:15]=[N:16][CH:17]=[CH:18][C:13]=1[CH2:12][C:3](=[O:5])[C:2]([O:9][CH2:10][CH3:11])=[O:8])([O-:21])=[O:20]. (4) Given the reactants [Cl:1][C:2]1[CH:3]=[C:4]2[CH:10]=[C:9]([CH2:11]Cl)[N:8]([CH2:13][CH2:14][CH2:15][S:16]([CH:19]3[CH2:21][CH2:20]3)(=[O:18])=[O:17])[C:5]2=[CH:6][N:7]=1.[NH:22]1[C:26]2=[CH:27][N:28]=[CH:29][CH:30]=[C:25]2[C:24]2([CH2:32][CH2:31]2)[C:23]1=[O:33].[H-].[Na+], predict the reaction product. The product is: [Cl:1][C:2]1[CH:3]=[C:4]2[CH:10]=[C:9]([CH2:11][N:22]3[C:26]4=[CH:27][N:28]=[CH:29][CH:30]=[C:25]4[C:24]4([CH2:31][CH2:32]4)[C:23]3=[O:33])[N:8]([CH2:13][CH2:14][CH2:15][S:16]([CH:19]3[CH2:21][CH2:20]3)(=[O:18])=[O:17])[C:5]2=[CH:6][N:7]=1. (5) Given the reactants [Br:1][C:2]1[CH:10]=[C:9]([F:11])[C:5]2[NH:6][CH:7]=[N:8][C:4]=2[CH:3]=1.[O:12]1[CH:17]=[CH:16][CH2:15][CH2:14][CH2:13]1.CC1C=CC(S(O)(=O)=O)=CC=1.O, predict the reaction product. The product is: [Br:1][C:2]1[CH:10]=[C:9]([F:11])[C:5]2[N:6]([CH:13]3[CH2:14][CH2:15][CH2:16][CH2:17][O:12]3)[CH:7]=[N:8][C:4]=2[CH:3]=1. (6) Given the reactants Cl[C:2]([O:4][CH:5]([Cl:7])[CH3:6])=[O:3].[F:8][C:9]1[CH:14]=[CH:13][C:12]([C:15]2[N:16]([CH2:38][CH2:39][C@@H:40]([OH:53])[CH2:41][C@@H:42]([OH:52])[CH2:43][C:44]([O:46][CH2:47]/[CH:48]=[CH:49]\[CH2:50][OH:51])=[O:45])[C:17]([CH:35]([CH3:37])[CH3:36])=[C:18]([C:26](=[O:34])[NH:27][C:28]3[CH:33]=[CH:32][CH:31]=[CH:30][CH:29]=3)[C:19]=2[C:20]2[CH:25]=[CH:24][CH:23]=[CH:22][CH:21]=2)=[CH:11][CH:10]=1.N1C=CC=CC=1, predict the reaction product. The product is: [F:8][C:9]1[CH:14]=[CH:13][C:12]([C:15]2[N:16]([CH2:38][CH2:39][C@@H:40]([OH:53])[CH2:41][C@@H:42]([OH:52])[CH2:43][C:44]([O:46][CH2:47]/[CH:48]=[CH:49]\[CH2:50][O:51][C:2]([O:4][CH:5]([Cl:7])[CH3:6])=[O:3])=[O:45])[C:17]([CH:35]([CH3:37])[CH3:36])=[C:18]([C:26](=[O:34])[NH:27][C:28]3[CH:33]=[CH:32][CH:31]=[CH:30][CH:29]=3)[C:19]=2[C:20]2[CH:21]=[CH:22][CH:23]=[CH:24][CH:25]=2)=[CH:11][CH:10]=1. (7) Given the reactants [Cl:1][C:2]1[CH:3]=[CH:4][C:5]2[N:6]=[CH:7][N:8]=[C:9](OC3CCOCC3)[C:10]=2[N:11]=1.[CH:19]1([SH:25])[CH2:24][CH2:23][CH2:22][CH2:21][CH2:20]1.C([O-])([O-])=O.[K+].[K+], predict the reaction product. The product is: [Cl:1][C:2]1[CH:3]=[CH:4][C:5]2[N:6]=[CH:7][N:8]=[C:9]([S:25][CH:19]3[CH2:24][CH2:23][CH2:22][CH2:21][CH2:20]3)[C:10]=2[N:11]=1. (8) Given the reactants I[C:2]1[CH:7]=[CH:6][CH:5]=[C:4]([O:8][CH3:9])[CH:3]=1.[CH3:10][C:11]1[CH:15]=[C:14]([CH3:16])[NH:13][N:12]=1.C([O-])([O-])=O.[K+].[K+].[C@@H]1(N)CCCC[C@H]1N, predict the reaction product. The product is: [CH3:9][O:8][C:4]1[CH:3]=[C:2]([N:12]2[C:11]([CH3:10])=[CH:15][C:14]([CH3:16])=[N:13]2)[CH:7]=[CH:6][CH:5]=1. (9) Given the reactants C[O:2][C:3](=O)[CH2:4][C:5]1[CH:10]=[CH:9][C:8]([Cl:11])=[CH:7][C:6]=1[CH:12]([C:21]#[N:22])[C:13]1[CH:18]=[CH:17][CH:16]=[CH:15][C:14]=1[O:19][CH3:20], predict the reaction product. The product is: [Cl:11][C:8]1[CH:9]=[CH:10][C:5]2[CH2:4][C:3](=[O:2])[NH:22][CH2:21][CH:12]([C:13]3[CH:18]=[CH:17][CH:16]=[CH:15][C:14]=3[O:19][CH3:20])[C:6]=2[CH:7]=1. (10) Given the reactants [CH2:1]([O:8][C:9]1[CH:10]=[CH:11][C:12](Br)=[C:13]([CH:32]=1)[O:14][CH2:15][C@H:16]([NH2:31])[C:17]1[CH:22]=[CH:21][C:20]([O:23][CH2:24][C:25]2[CH:30]=[CH:29][CH:28]=[CH:27][CH:26]=2)=[CH:19][CH:18]=1)[C:2]1[CH:7]=[CH:6][CH:5]=[CH:4][CH:3]=1.C1(P(C2C=CC=CC=2)C2C=CC3C(=CC=CC=3)C=2C2C3C(=CC=CC=3)C=CC=2P(C2C=CC=CC=2)C2C=CC=CC=2)C=CC=CC=1.CC(C)([O-])C.[K+].O, predict the reaction product. The product is: [CH2:1]([O:8][C:9]1[CH:10]=[CH:11][C:12]2[NH:31][C@H:16]([C:17]3[CH:22]=[CH:21][C:20]([O:23][CH2:24][C:25]4[CH:30]=[CH:29][CH:28]=[CH:27][CH:26]=4)=[CH:19][CH:18]=3)[CH2:15][O:14][C:13]=2[CH:32]=1)[C:2]1[CH:7]=[CH:6][CH:5]=[CH:4][CH:3]=1.